This data is from Forward reaction prediction with 1.9M reactions from USPTO patents (1976-2016). The task is: Predict the product of the given reaction. (1) Given the reactants [S:1]1[C:5]2[CH:6]=[CH:7][CH:8]=[CH:9][C:4]=2[N:3]=[C:2]1[NH:10][C:11]1[CH:16]=[CH:15][C:14]([OH:17])=[CH:13][CH:12]=1.[Cl:18][C:19]1[C:24](Cl)=[N:23][CH:22]=[CH:21][N:20]=1.C(=O)([O-])[O-].[Cs+].[Cs+], predict the reaction product. The product is: [Cl:18][C:19]1[C:24]([O:17][C:14]2[CH:15]=[CH:16][C:11]([NH:10][C:2]3[S:1][C:5]4[CH:6]=[CH:7][CH:8]=[CH:9][C:4]=4[N:3]=3)=[CH:12][CH:13]=2)=[N:23][CH:22]=[CH:21][N:20]=1. (2) Given the reactants [OH:1][C:2]1[CH:18]=[CH:17][C:5]([C:6]2[CH2:7][O:8][C:9]3[C:14]([CH:15]=2)=[CH:13][CH:12]=[C:11](O)[CH:10]=3)=[CH:4][CH:3]=1.[CH2:19]([NH2:26])[C:20]1[CH:25]=[CH:24][CH:23]=[CH:22][CH:21]=1.[CH2:27]=[O:28].[CH2:29](O)C, predict the reaction product. The product is: [CH2:19]([N:26]1[CH2:29][C:12]2[CH:13]=[C:14]3[C:9](=[CH:10][C:11]=2[O:28][CH2:27]1)[O:8][CH2:7][C:6]([C:5]1[CH:17]=[CH:18][C:2]([OH:1])=[CH:3][CH:4]=1)=[CH:15]3)[C:20]1[CH:25]=[CH:24][CH:23]=[CH:22][CH:21]=1. (3) Given the reactants C([O:3][C:4](=[O:33])[CH2:5][O:6][C:7]1[CH:8]=[CH:9][C:10]2[CH2:16][CH2:15][CH2:14][CH:13]([N:17]([C:25]([O:27][C:28]([CH3:31])([CH3:30])[CH3:29])=[O:26])[CH2:18][C:19]3[CH:24]=[CH:23][CH:22]=[CH:21][CH:20]=3)[CH2:12][C:11]=2[CH:32]=1)C.[OH-].[Na+:35], predict the reaction product. The product is: [CH2:18]([N:17]([C:25]([O:27][C:28]([CH3:31])([CH3:30])[CH3:29])=[O:26])[CH:13]1[CH2:12][C:11]2[CH:32]=[C:7]([O:6][CH2:5][C:4]([O-:33])=[O:3])[CH:8]=[CH:9][C:10]=2[CH2:16][CH2:15][CH2:14]1)[C:19]1[CH:24]=[CH:23][CH:22]=[CH:21][CH:20]=1.[Na+:35]. (4) The product is: [CH2:37]([N:64]1[CH2:65][CH:61]([C:56]2[CH:57]=[CH:58][C:59]([Cl:60])=[C:54]([Cl:53])[CH:55]=2)[CH:62]([CH:66]([O:28][C:25]2[CH:24]=[CH:23][C:22]([C:21]([F:20])([F:29])[F:30])=[CH:27][N:26]=2)[CH3:67])[CH2:63]1)[C:34]1[CH:35]=[CH:36][CH:31]=[CH:32][CH:33]=1. Given the reactants C1C=CC(P(C2C=CC=CC=2)C2C=CC=CC=2)=CC=1.[F:20][C:21]([F:30])([F:29])[C:22]1[CH:23]=[CH:24][C:25]([OH:28])=[N:26][CH:27]=1.[CH:31]1[CH:36]=[CH:35][C:34]([CH2:37]OC(/N=N/C(O[CH2:37][C:34]2[CH:35]=[CH:36][CH:31]=[CH:32][CH:33]=2)=O)=O)=[CH:33][CH:32]=1.[Cl:53][C:54]1[CH:55]=[C:56]([CH:61]2[CH2:65][NH:64][CH2:63][CH:62]2[CH:66](O)[CH3:67])[CH:57]=[CH:58][C:59]=1[Cl:60], predict the reaction product. (5) Given the reactants [NH2:1][C:2]1[CH:7]=[C:6]([O:8][C:9]2[CH:14]=[CH:13][C:12]([NH:15][C:16]([C:18]3([C:21]([NH:23][C:24]4[CH:29]=[CH:28][C:27]([F:30])=[CH:26][CH:25]=4)=[O:22])[CH2:20][CH2:19]3)=[O:17])=[C:11]([F:31])[CH:10]=2)[CH:5]=[CH:4][N:3]=1.C([N:34]([CH2:37]C)CC)C.ClC([O:42][C:43]1[CH:48]=CC=[CH:45][CH:44]=1)=O.[O:49]1CCCC1, predict the reaction product. The product is: [F:31][C:11]1[CH:10]=[C:9]([O:8][C:6]2[CH:5]=[CH:4][N:3]=[C:2]([NH:1][C:37]([N:34]3[CH2:45][CH2:44][C@@H:43]([OH:42])[CH2:48]3)=[O:49])[CH:7]=2)[CH:14]=[CH:13][C:12]=1[NH:15][C:16]([C:18]1([C:21]([NH:23][C:24]2[CH:25]=[CH:26][C:27]([F:30])=[CH:28][CH:29]=2)=[O:22])[CH2:20][CH2:19]1)=[O:17]. (6) Given the reactants C([O:4][CH2:5][CH2:6][N:7]([CH3:24])[C:8](=[O:23])[C@H:9]([O:11][C:12]1[CH:21]=[CH:20][CH:19]=[C:18]2[C:13]=1[C:14](=O)[NH:15][CH:16]=[N:17]2)[CH3:10])(=O)C.[Cl:25][C:26]1[CH:27]=[C:28]([CH:30]=[CH:31][C:32]=1[C:33]([N:35]1[CH2:39][CH2:38][CH2:37][CH2:36]1)=[O:34])[NH2:29], predict the reaction product. The product is: [Cl:25][C:26]1[CH:27]=[C:28]([NH:29][C:14]2[C:13]3[C:18](=[CH:19][CH:20]=[CH:21][C:12]=3[O:11][C@H:9]([CH3:10])[C:8]([N:7]([CH2:6][CH2:5][OH:4])[CH3:24])=[O:23])[N:17]=[CH:16][N:15]=2)[CH:30]=[CH:31][C:32]=1[C:33]([N:35]1[CH2:36][CH2:37][CH2:38][CH2:39]1)=[O:34]. (7) The product is: [CH3:1][C:2]1[N:3]([C:37]2[CH:38]=[CH:39][C:34]([O:27][C:28]3[CH:33]=[CH:32][CH:31]=[CH:30][CH:29]=3)=[CH:35][CH:36]=2)[C:4](=[O:26])[C:5]([CH2:11][C:12]2[CH:17]=[CH:16][C:15]([C:18]3[C:19]([C:24]#[N:25])=[CH:20][CH:21]=[CH:22][CH:23]=3)=[CH:14][CH:13]=2)=[C:6]([CH2:8][CH2:9][CH3:10])[N:7]=1. Given the reactants [CH3:1][C:2]1[NH:3][C:4](=[O:26])[C:5]([CH2:11][C:12]2[CH:17]=[CH:16][C:15]([C:18]3[C:19]([C:24]#[N:25])=[CH:20][CH:21]=[CH:22][CH:23]=3)=[CH:14][CH:13]=2)=[C:6]([CH2:8][CH2:9][CH3:10])[N:7]=1.[O:27]([C:34]1[CH:39]=[CH:38][C:37](B(O)O)=[CH:36][CH:35]=1)[C:28]1[CH:33]=[CH:32][CH:31]=[CH:30][CH:29]=1.C(N(CC)CC)C.N1C=CC=CC=1, predict the reaction product.